Dataset: Catalyst prediction with 721,799 reactions and 888 catalyst types from USPTO. Task: Predict which catalyst facilitates the given reaction. (1) Reactant: [SH:1][C:2]1[N:6]([CH2:7][C:8]([O:10][C:11]([CH3:14])([CH3:13])[CH3:12])=[O:9])[C:5]2[CH:15]=[CH:16][CH:17]=[CH:18][C:4]=2[N:3]=1.C([O-])([O-])=O.[K+].[K+].[CH:25]1([CH2:31][CH2:32]Br)[CH2:30][CH2:29][CH2:28][CH2:27][CH2:26]1. Product: [C:11]([O:10][C:8](=[O:9])[CH2:7][N:6]1[C:5]2[CH:15]=[CH:16][CH:17]=[CH:18][C:4]=2[N:3]=[C:2]1[S:1][CH2:32][CH2:31][CH:25]1[CH2:30][CH2:29][CH2:28][CH2:27][CH2:26]1)([CH3:13])([CH3:14])[CH3:12]. The catalyst class is: 21. (2) Reactant: [CH2:1]([CH:4]([CH2:7][CH2:8][CH2:9][CH2:10][CH3:11])[CH2:5][OH:6])[CH2:2][CH3:3].[C:12](O)(=[O:20])[CH2:13][CH2:14][CH2:15][CH2:16][CH2:17][CH2:18][CH3:19]. Product: [C:12]([O:6][CH2:5][CH:4]([CH2:1][CH2:2][CH3:3])[CH2:7][CH2:8][CH2:9][CH2:10][CH3:11])(=[O:20])[CH2:13][CH2:14][CH2:15][CH2:16][CH2:17][CH2:18][CH3:19]. The catalyst class is: 6.